This data is from Catalyst prediction with 721,799 reactions and 888 catalyst types from USPTO. The task is: Predict which catalyst facilitates the given reaction. Reactant: FC1C=CC(C(Cl)=O)=CC=1.[F:11][C:12]1[CH:17]=[CH:16][C:15]([C:18]([N:20]=[C:21]=[S:22])=[O:19])=[CH:14][CH:13]=1.[CH3:23][O:24][C:25]1[CH:26]=[C:27]2[C:32](=[CH:33][C:34]=1[O:35][CH3:36])[N:31]=[CH:30][CH:29]=[C:28]2[O:37][C:38]1[CH:44]=[CH:43][C:41]([NH2:42])=[C:40]([CH3:45])[CH:39]=1.C1(C)C=CC=CC=1. Product: [F:11][C:12]1[CH:13]=[CH:14][C:15]([C:18]([N:20]=[C:21]=[S:22])=[O:19])=[CH:16][CH:17]=1.[CH3:23][O:24][C:25]1[CH:26]=[C:27]2[C:32](=[CH:33][C:34]=1[O:35][CH3:36])[N:31]=[CH:30][CH:29]=[C:28]2[O:37][C:38]1[CH:44]=[CH:43][C:41]([NH:42][C:21]([NH:20][C:18](=[O:19])[C:15]2[CH:14]=[CH:13][C:12]([F:11])=[CH:17][CH:16]=2)=[S:22])=[C:40]([CH3:45])[CH:39]=1. The catalyst class is: 8.